Dataset: Forward reaction prediction with 1.9M reactions from USPTO patents (1976-2016). Task: Predict the product of the given reaction. (1) Given the reactants [OH-].[Li+].[Br:3][C:4]1[N:9]=[CH:8][C:7]([CH2:10][CH2:11][C:12]([CH3:22])([S:18]([CH3:21])(=[O:20])=[O:19])[C:13]([O:15]CC)=[O:14])=[CH:6][CH:5]=1.O1CCCC1CO.O.Cl, predict the reaction product. The product is: [Br:3][C:4]1[N:9]=[CH:8][C:7]([CH2:10][CH2:11][C:12]([CH3:22])([S:18]([CH3:21])(=[O:20])=[O:19])[C:13]([OH:15])=[O:14])=[CH:6][CH:5]=1. (2) Given the reactants [CH2:1]([O:3][C:4](=[O:36])[CH:5]([O:10][CH2:11][CH2:12][O:13][CH2:14][CH2:15][O:16][CH2:17][CH2:18][O:19][CH2:20][CH2:21][O:22][CH2:23][CH2:24][O:25][CH2:26][CH2:27][O:28]CC1C=CC=CC=1)[CH2:6][CH2:7][CH2:8][CH3:9])[CH3:2], predict the reaction product. The product is: [CH2:1]([O:3][C:4](=[O:36])[CH:5]([O:10][CH2:11][CH2:12][O:13][CH2:14][CH2:15][O:16][CH2:17][CH2:18][O:19][CH2:20][CH2:21][O:22][CH2:23][CH2:24][O:25][CH2:26][CH2:27][OH:28])[CH2:6][CH2:7][CH2:8][CH3:9])[CH3:2]. (3) Given the reactants [CH2:1]([O:8][C:9]1[CH:16]=[CH:15][C:14]([Cl:17])=[CH:13][C:10]=1C=O)[C:2]1[CH:7]=[CH:6][CH:5]=[CH:4][CH:3]=1.OO.S(=O)(=O)(O)[OH:21], predict the reaction product. The product is: [CH2:1]([O:8][C:9]1[CH:16]=[CH:15][C:14]([Cl:17])=[CH:13][C:10]=1[OH:21])[C:2]1[CH:7]=[CH:6][CH:5]=[CH:4][CH:3]=1. (4) Given the reactants OO.[Br:3][C:4]1[CH:9]=[CH:8][C:7]([C:10]2([C:14]#[N:15])[CH2:13][CH2:12][CH2:11]2)=[CH:6][CH:5]=1.C([O-])([O-])=[O:17].[K+].[K+].O, predict the reaction product. The product is: [Br:3][C:4]1[CH:5]=[CH:6][C:7]([C:10]2([C:14]([NH2:15])=[O:17])[CH2:13][CH2:12][CH2:11]2)=[CH:8][CH:9]=1. (5) Given the reactants [N:1]([C:4]1[CH:9]=[CH:8][CH:7]=[CH:6][CH:5]=1)=[C:2]=[O:3].[NH2:10][C@H:11]([C:32]1[CH:37]=[CH:36][CH:35]=[CH:34][CH:33]=1)[CH2:12][CH2:13][N:14]1[CH2:19][CH2:18][CH:17]([C:20]2[CH:21]=[C:22]([NH:26][C:27](=[O:31])[CH:28]([CH3:30])[CH3:29])[CH:23]=[CH:24][CH:25]=2)[CH2:16][CH2:15]1, predict the reaction product. The product is: [NH:1]([C:2]([NH:10][C@H:11]([C:32]1[CH:33]=[CH:34][CH:35]=[CH:36][CH:37]=1)[CH2:12][CH2:13][N:14]1[CH2:19][CH2:18][CH:17]([C:20]2[CH:21]=[C:22]([NH:26][C:27](=[O:31])[CH:28]([CH3:30])[CH3:29])[CH:23]=[CH:24][CH:25]=2)[CH2:16][CH2:15]1)=[O:3])[C:4]1[CH:9]=[CH:8][CH:7]=[CH:6][CH:5]=1.